Task: Predict the product of the given reaction.. Dataset: Forward reaction prediction with 1.9M reactions from USPTO patents (1976-2016) Given the reactants [Cl:1][C:2]1[N:6]2[CH:7]=[C:8]([CH:15]3[CH2:19][CH2:18][CH2:17][CH2:16]3)[CH:9]=[C:10]([C:11]([F:14])([F:13])[F:12])[C:5]2=[N:4][C:3]=1[C:20]([O:22]C)=[O:21].O.[OH-].[Na+].Cl, predict the reaction product. The product is: [Cl:1][C:2]1[N:6]2[CH:7]=[C:8]([CH:15]3[CH2:19][CH2:18][CH2:17][CH2:16]3)[CH:9]=[C:10]([C:11]([F:13])([F:12])[F:14])[C:5]2=[N:4][C:3]=1[C:20]([OH:22])=[O:21].